From a dataset of KCNQ2 potassium channel screen with 302,405 compounds. Binary Classification. Given a drug SMILES string, predict its activity (active/inactive) in a high-throughput screening assay against a specified biological target. (1) The drug is Clc1ncccc1C(OCC(=O)N1N=C(CC1c1ccc(OC)cc1)c1ccccc1)=O. The result is 0 (inactive). (2) The drug is FC(F)(F)C1(O)N(N=C2C1CC(CC2)C)C(=O)c1occc1. The result is 0 (inactive). (3) The drug is Clc1ccc(Nc2nc(NCc3occc3)c([N+]([O-])=O)c(n2)N)cc1. The result is 0 (inactive). (4) The drug is S(=O)(=O)(N1CC(CCC1)C(=O)NCc1ccc(cc1)C)c1c([nH]nc1C)C. The result is 0 (inactive). (5) The compound is S(=O)(=O)(NCCC(=O)Nc1c(OCC)cccc1)c1ccc(NC(=O)C)cc1. The result is 0 (inactive). (6) The result is 0 (inactive). The compound is Fc1cc(NC(=O)C2C3OC(C2C(O)=O)CC3)ccc1.